This data is from NCI-60 drug combinations with 297,098 pairs across 59 cell lines. The task is: Regression. Given two drug SMILES strings and cell line genomic features, predict the synergy score measuring deviation from expected non-interaction effect. Drug 1: C1=CC(=CC=C1CC(C(=O)O)N)N(CCCl)CCCl.Cl. Drug 2: CN(C(=O)NC(C=O)C(C(C(CO)O)O)O)N=O. Cell line: SF-268. Synergy scores: CSS=-2.65, Synergy_ZIP=-5.94, Synergy_Bliss=-5.75, Synergy_Loewe=-9.63, Synergy_HSA=-8.93.